From a dataset of Reaction yield outcomes from USPTO patents with 853,638 reactions. Predict the reaction yield, written as a fraction of the theoretical maximum amount of product (1.0 means a 100% yield; for example, 0.34 means a 34% yield). (1) The reactants are [CH3:1][S:2]([N:5]1[CH2:15][CH:14]2[CH2:16][CH:7]([C:8]3[CH:9]=[CH:10][C:11]([NH2:17])=[CH:12][C:13]=32)[CH2:6]1)(=[O:4])=[O:3].Cl[C:19]1[N:24]=[C:23]([NH:25][C:26]2[CH:35]=[CH:34][CH:33]=[CH:32][C:27]=2[C:28]([NH:30][CH3:31])=[O:29])[C:22]([Cl:36])=[CH:21][N:20]=1.C(O)(C)C.C(=O)(O)[O-].[Na+]. No catalyst specified. The product is [Cl:36][C:22]1[C:23]([NH:25][C:26]2[CH:35]=[CH:34][CH:33]=[CH:32][C:27]=2[C:28]([NH:30][CH3:31])=[O:29])=[N:24][C:19]([NH:17][C:11]2[CH:12]=[C:13]3[C:8](=[CH:9][CH:10]=2)[CH:7]2[CH2:16][CH:14]3[CH2:15][N:5]([S:2]([CH3:1])(=[O:4])=[O:3])[CH2:6]2)=[N:20][CH:21]=1. The yield is 0.310. (2) The reactants are Cl.[CH2:2]([O:4][C:5](=[O:21])[CH2:6][CH2:7][O:8][CH2:9][CH:10]([NH2:20])[CH2:11][O:12][CH2:13][CH2:14][C:15]([O:17][CH2:18][CH3:19])=[O:16])[CH3:3].[C:22]([NH:32][CH2:33][CH2:34][C:35](O)=[O:36])([O:24][CH2:25][C:26]1[CH:31]=[CH:30][CH:29]=[CH:28][CH:27]=1)=[O:23].C(N=C=NCCCN(C)C)C.CCN(CC)CC. The catalyst is C(Cl)Cl. The product is [CH2:18]([O:17][C:15](=[O:16])[CH2:14][CH2:13][O:12][CH2:11][CH:10]([NH:20][C:35](=[O:36])[CH2:34][CH2:33][NH:32][C:22]([O:24][CH2:25][C:26]1[CH:27]=[CH:28][CH:29]=[CH:30][CH:31]=1)=[O:23])[CH2:9][O:8][CH2:7][CH2:6][C:5]([O:4][CH2:2][CH3:3])=[O:21])[CH3:19]. The yield is 0.920.